Dataset: Full USPTO retrosynthesis dataset with 1.9M reactions from patents (1976-2016). Task: Predict the reactants needed to synthesize the given product. Given the product [C:16]([N:1]1[CH2:6][CH2:5][S:4][CH2:3][CH2:2]1)(=[O:18])[CH3:17], predict the reactants needed to synthesize it. The reactants are: [NH:1]1[CH2:6][CH2:5][S:4][CH2:3][CH2:2]1.C(N(CC)C(C)C)(C)C.[C:16](Cl)(=[O:18])[CH3:17].